From a dataset of Forward reaction prediction with 1.9M reactions from USPTO patents (1976-2016). Predict the product of the given reaction. (1) Given the reactants [NH2:1][C@H:2]([C:9]([OH:11])=[O:10])[CH2:3][C:4]1N=CN[CH:5]=1.[N:12]1C(N)=C2C(N=CN2)=N[CH:13]=1, predict the reaction product. The product is: [NH2:1][C@H:2]([C:9]([OH:11])=[O:10])[CH2:3][CH2:4][CH2:5][CH2:13][NH2:12]. (2) Given the reactants [F:1][C:2]([F:14])([F:13])[O:3][C:4]1[CH:9]=[CH:8][C:7](B(O)O)=[CH:6][CH:5]=1.[NH2:15][C:16]1[N:17]=[C:18]([N:27]2[CH2:32][CH2:31][N:30]([C:33](=[O:43])[CH2:34][O:35][C:36]3[CH:41]=[CH:40][C:39]([Cl:42])=[CH:38][CH:37]=3)[CH2:29][CH2:28]2)[C:19]2[N:25]=[C:24](Cl)[CH:23]=[CH:22][C:20]=2[N:21]=1, predict the reaction product. The product is: [NH2:15][C:16]1[N:17]=[C:18]([N:27]2[CH2:28][CH2:29][N:30]([C:33](=[O:43])[CH2:34][O:35][C:36]3[CH:41]=[CH:40][C:39]([Cl:42])=[CH:38][CH:37]=3)[CH2:31][CH2:32]2)[C:19]2[N:25]=[C:24]([C:7]3[CH:8]=[CH:9][C:4]([O:3][C:2]([F:14])([F:13])[F:1])=[CH:5][CH:6]=3)[CH:23]=[CH:22][C:20]=2[N:21]=1. (3) The product is: [CH3:27][C:28]1[N:14]([CH2:15][CH2:16][CH2:17][NH:18][C:19](=[O:26])[C:20]2[CH:25]=[CH:24][CH:23]=[CH:22][CH:21]=2)[C:13]2[C:12]3[CH:11]=[CH:10][CH:9]=[CH:8][C:7]=3[N:6]=[CH:5][C:4]=2[N:1]=1. Given the reactants [N+:1]([C:4]1[CH:5]=[N:6][C:7]2[C:12]([C:13]=1[NH:14][CH2:15][CH2:16][CH2:17][NH:18][C:19](=[O:26])[C:20]1[CH:25]=[CH:24][CH:23]=[CH:22][CH:21]=1)=[CH:11][CH:10]=[CH:9][CH:8]=2)([O-])=O.[CH2:27](C(CC)(CC)C([O-])([O-])[O-])[CH3:28], predict the reaction product. (4) Given the reactants [CH3:1][O:2][C:3]1[CH:4]=[C:5]2[C:10](=[CH:11][C:12]=1[O:13][CH3:14])[N:9]=[CH:8][CH:7]=[C:6]2[O:15][C:16]1[CH:21]=[CH:20][C:19]([NH2:22])=[CH:18][CH:17]=1.[N+:23]([C:26]1[CH:33]=[CH:32][CH:31]=[CH:30][C:27]=1[CH:28]=O)([O-:25])=[O:24].C(O[BH-](OC(=O)C)OC(=O)C)(=O)C.[Na+].C(=O)(O)[O-].[Na+], predict the reaction product. The product is: [CH3:1][O:2][C:3]1[CH:4]=[C:5]2[C:10](=[CH:11][C:12]=1[O:13][CH3:14])[N:9]=[CH:8][CH:7]=[C:6]2[O:15][C:16]1[CH:17]=[CH:18][C:19](=[N:22][CH2:28][C:27]2[CH:30]=[CH:31][CH:32]=[CH:33][C:26]=2[N+:23]([O-:25])=[O:24])[CH2:20][CH:21]=1. (5) The product is: [NH2:26][CH2:25][C:22]1[CH:23]=[CH:24][C:19]([NH:18][C:17]([CH2:16][O:15][C:13]2[C:12]3[C:7](=[CH:8][C:9]([Cl:34])=[CH:10][C:11]=3[Cl:33])[CH:6]=[C:5]([C:3]([OH:4])=[O:2])[CH:14]=2)=[O:32])=[C:20]([O:27][CH2:28][C:29]([OH:31])=[O:30])[CH:21]=1. Given the reactants C[O:2][C:3]([C:5]1[CH:14]=[C:13]([O:15][CH2:16][C:17](=[O:32])[NH:18][C:19]2[CH:24]=[CH:23][C:22]([CH2:25][NH2:26])=[CH:21][C:20]=2[O:27][CH2:28][C:29]([OH:31])=[O:30])[C:12]2[C:7](=[CH:8][C:9]([Cl:34])=[CH:10][C:11]=2[Cl:33])[CH:6]=1)=[O:4].[Li+].[OH-], predict the reaction product. (6) The product is: [Cl:22][C:23]1[CH:33]=[CH:32][C:26]([O:27][CH2:28][C:29]([NH:1][C:2]2[CH:7]=[CH:6][C:5]([O:8][CH2:9][CH3:10])=[CH:4][C:3]=2[NH:11][CH2:12][CH:13]([CH3:14])[CH3:15])=[O:30])=[CH:25][CH:24]=1. Given the reactants [NH2:1][C:2]1[CH:7]=[CH:6][C:5]([O:8][CH2:9][CH3:10])=[CH:4][C:3]=1[NH:11][CH2:12][CH:13]([CH3:15])[CH3:14].C([O-])([O-])=O.[K+].[K+].[Cl:22][C:23]1[CH:33]=[CH:32][C:26]([O:27][CH2:28][C:29](Cl)=[O:30])=[CH:25][CH:24]=1.C([O-])(O)=O.[Na+], predict the reaction product. (7) Given the reactants F[P-](F)(F)(F)(F)F.C[N+](C)=C(N(C)C)ON1C2N=CC=CC=2N=N1.Cl.[NH2:26][CH:27]([CH2:33][C:34]1[CH:39]=[CH:38][CH:37]=[C:36]([O:40][C:41]2[CH:46]=[CH:45][CH:44]=[C:43]([C:47]#[N:48])[CH:42]=2)[CH:35]=1)[C:28]([N:30]([CH3:32])[CH3:31])=[O:29].[NH2:49][C:50]1[N:59]=[C:58]([N:60]2[CH2:65][CH2:64][N:63]([CH3:66])[CH2:62][CH2:61]2)[C:57]2[C:52](=[CH:53][C:54]([C:67](O)=[O:68])=[CH:55][CH:56]=2)[N:51]=1.C(N(CC)C(C)C)(C)C, predict the reaction product. The product is: [NH2:49][C:50]1[N:59]=[C:58]([N:60]2[CH2:61][CH2:62][N:63]([CH3:66])[CH2:64][CH2:65]2)[C:57]2[C:52](=[CH:53][C:54]([C:67]([NH:26][CH:27]([CH2:33][C:34]3[CH:39]=[CH:38][CH:37]=[C:36]([O:40][C:41]4[CH:46]=[CH:45][CH:44]=[C:43]([C:47]#[N:48])[CH:42]=4)[CH:35]=3)[C:28]([N:30]([CH3:32])[CH3:31])=[O:29])=[O:68])=[CH:55][CH:56]=2)[N:51]=1.